From a dataset of Reaction yield outcomes from USPTO patents with 853,638 reactions. Predict the reaction yield, written as a fraction of the theoretical maximum amount of product (1.0 means a 100% yield; for example, 0.34 means a 34% yield). (1) The reactants are [NH2:1][C:2](=[O:22])[CH:3]([C:15]1[CH:20]=[CH:19][C:18]([Br:21])=[CH:17][CH:16]=1)[CH2:4][C:5]([O:7]CC1C=CC=CC=1)=[O:6]. The catalyst is C(O)C.C(OCC)(=O)C.[Pt](=O)=O. The product is [NH2:1][C:2](=[O:22])[CH:3]([C:15]1[CH:20]=[CH:19][C:18]([Br:21])=[CH:17][CH:16]=1)[CH2:4][C:5]([OH:7])=[O:6]. The yield is 0.780. (2) The reactants are [C:1]([O:5][C@@H:6]([C:11]1[C:40]([CH3:41])=[C:39]([CH3:42])[C:38]2=[N:43][C:35]3=[CH:36][N:37]2[C:12]=1[N:13]1[CH2:49][CH2:48][C:16]([CH3:50])([O:17][CH2:18][CH2:19][CH2:20][CH2:21][C@H:22]([CH3:47])[O:23][C:24]2[CH:25]=[CH:26][C:27]([F:46])=[C:28]([F:45])[C:29]=2[C:30]2[CH:44]=[C:34]3[CH:33]=[CH:32][CH:31]=2)[CH2:15][CH2:14]1)[C:7]([O:9]C)=[O:8])([CH3:4])([CH3:3])[CH3:2].C(O[C@@H](C1C(C)=CC2=NC3=C(Cl)N2C=1N1CCC(C)(OCCCC[C@H](C)OC2C=CC(C)=CC=2C2C=C3C=CC=2)CC1)C(O)=O)(C)(C)C. No catalyst specified. The product is [C:1]([O:5][C@@H:6]([C:11]1[C:40]([CH3:41])=[C:39]([CH3:42])[C:38]2=[N:43][C:35]3=[CH:36][N:37]2[C:12]=1[N:13]1[CH2:14][CH2:15][C:16]([CH3:50])([O:17][CH2:18][CH2:19][CH2:20][CH2:21][C@H:22]([CH3:47])[O:23][C:24]2[CH:25]=[CH:26][C:27]([F:46])=[C:28]([F:45])[C:29]=2[C:30]2[CH:44]=[C:34]3[CH:33]=[CH:32][CH:31]=2)[CH2:48][CH2:49]1)[C:7]([OH:9])=[O:8])([CH3:4])([CH3:2])[CH3:3]. The yield is 0.258. (3) The reactants are [CH:1]1([N:4]([CH:25]2[CH2:27][CH2:26]2)[C:5]([C:7]2[N:22]([CH2:23][CH3:24])[C:10]3=[N:11][C:12]([N:19]=[C:20]=[S:21])=[C:13]4[N:17]=[CH:16][N:15]([CH3:18])[C:14]4=[C:9]3[CH:8]=2)=[O:6])[CH2:3][CH2:2]1.Cl.[C:29]([NH2:32])(=[NH:31])[CH3:30].CCN(C(C)C)C(C)C.N(C(OCC)=O)=NC(OCC)=O. The catalyst is CN(C=O)C. The product is [CH:25]1([N:4]([CH:1]2[CH2:2][CH2:3]2)[C:5]([C:7]2[N:22]([CH2:23][CH3:24])[C:10]3=[N:11][C:12]([NH:19][C:20]4[S:21][N:32]=[C:29]([CH3:30])[N:31]=4)=[C:13]4[N:17]=[CH:16][N:15]([CH3:18])[C:14]4=[C:9]3[CH:8]=2)=[O:6])[CH2:26][CH2:27]1. The yield is 0.0900. (4) The reactants are [N:1]1([C:7]2[C:8]3[S:28][C:27]([CH2:29][N:30]4[CH2:35][CH2:34][N:33]([C:36]([CH3:41])([CH3:40])[C:37]([NH2:39])=[O:38])[CH2:32][CH2:31]4)=[CH:26][C:9]=3[N:10]=[C:11]([Sn](CCCC)(CCCC)CCCC)[N:12]=2)[CH2:6][CH2:5][O:4][CH2:3][CH2:2]1.Br[C:43]1[CH:48]=[N:47][CH:46]=[C:45]2[NH:49][CH:50]=[CH:51][C:44]=12. The catalyst is O1CCOCC1.C1C=CC([P]([Pd]([P](C2C=CC=CC=2)(C2C=CC=CC=2)C2C=CC=CC=2)([P](C2C=CC=CC=2)(C2C=CC=CC=2)C2C=CC=CC=2)[P](C2C=CC=CC=2)(C2C=CC=CC=2)C2C=CC=CC=2)(C2C=CC=CC=2)C2C=CC=CC=2)=CC=1.[Cu]I. The product is [CH3:40][C:36]([N:33]1[CH2:32][CH2:31][N:30]([CH2:29][C:27]2[S:28][C:8]3[C:7]([N:1]4[CH2:6][CH2:5][O:4][CH2:3][CH2:2]4)=[N:12][C:11]([C:43]4[CH:48]=[N:47][CH:46]=[C:45]5[NH:49][CH:50]=[CH:51][C:44]=45)=[N:10][C:9]=3[CH:26]=2)[CH2:35][CH2:34]1)([CH3:41])[C:37]([NH2:39])=[O:38]. The yield is 0.390. (5) The reactants are C([NH:11][CH2:12][CH2:13][CH2:14][CH2:15][C:16]1[CH:21]=[CH:20][C:19](OCCOC)=[CH:18][CH:17]=1)(OCC1C=CC=CC=1)=O.[C:27](O)(=[O:29])C.[H][H].[CH2:33]([OH:35])[CH3:34]. The catalyst is [Pd]. The product is [O:35]([CH:15]([C:16]1[CH:17]=[CH:18][CH:19]=[CH:20][CH:21]=1)[CH2:14][CH2:13][CH2:12][NH2:11])[CH2:33][CH2:34][O:29][CH3:27]. The yield is 0.920. (6) The reactants are [F:1][C:2]1[CH:3]=[N:4][CH:5]=[CH:6][C:7]=1[CH:8](O)[CH3:9].S(Cl)([Cl:13])=O.C(=O)(O)[O-].[Na+]. The catalyst is O. The product is [Cl:13][CH:8]([C:7]1[CH:6]=[CH:5][N:4]=[CH:3][C:2]=1[F:1])[CH3:9]. The yield is 0.390.